Dataset: Catalyst prediction with 721,799 reactions and 888 catalyst types from USPTO. Task: Predict which catalyst facilitates the given reaction. (1) Reactant: [F:1][C:2]1[CH:27]=[C:26]([F:28])[CH:25]=[CH:24][C:3]=1[O:4][C:5]1[C:18](=[O:19])[N:17]([CH2:20][C@H:21]([OH:23])[CH3:22])[C:8]2[N:9]=[C:10](S(C)(=O)=O)[N:11]=[CH:12][C:7]=2[CH:6]=1.[NH2:29][C@@H:30]([CH3:33])[CH2:31][OH:32]. Product: [F:1][C:2]1[CH:27]=[C:26]([F:28])[CH:25]=[CH:24][C:3]=1[O:4][C:5]1[C:18](=[O:19])[N:17]([CH2:20][C@H:21]([OH:23])[CH3:22])[C:8]2[N:9]=[C:10]([NH:29][C@@H:30]([CH3:33])[CH2:31][OH:32])[N:11]=[CH:12][C:7]=2[CH:6]=1. The catalyst class is: 1. (2) Reactant: [NH:1]1[C:9]2[C:4](=[CH:5][CH:6]=[CH:7][CH:8]=2)[CH:3]=[CH:2]1.[H-].[Na+].Br[CH2:13][C:14]1[CH:19]=[CH:18][C:17]([C:20]2[CH:24]=[C:23]([C:25]([NH2:27])=[O:26])[O:22][N:21]=2)=[CH:16][CH:15]=1.O. Product: [N:1]1([CH2:13][C:14]2[CH:15]=[CH:16][C:17]([C:20]3[CH:24]=[C:23]([C:25]([NH2:27])=[O:26])[O:22][N:21]=3)=[CH:18][CH:19]=2)[C:9]2[C:4](=[CH:5][CH:6]=[CH:7][CH:8]=2)[CH:3]=[CH:2]1. The catalyst class is: 3. (3) Reactant: [NH2:1][C@@H:2]([CH3:5])[CH2:3][OH:4].[C:6]1(=O)[C:10]2[CH:11]=[CH:12][CH:13]=[CH:14][C:9]=2[C:8](=[O:15])[O:7]1.C([O-])(O)=O.[Na+]. Product: [OH:4][CH2:3][C@@H:2]([N:1]1[C:6](=[O:7])[C:10]2[C:9](=[CH:14][CH:13]=[CH:12][CH:11]=2)[C:8]1=[O:15])[CH3:5]. The catalyst class is: 11. (4) Reactant: [C:1]1([CH:7]([N:14]2[CH2:19][CH2:18][NH:17][CH2:16][CH2:15]2)[C:8]2[CH:13]=[CH:12][CH:11]=[CH:10][CH:9]=2)[CH:6]=[CH:5][CH:4]=[CH:3][CH:2]=1.[C:20]1([CH:26]([N:33]=[C:34]=[O:35])[C:27]2[CH:32]=[CH:31][CH:30]=[CH:29][CH:28]=2)[CH:25]=[CH:24][CH:23]=[CH:22][CH:21]=1. Product: [CH:26]([NH:33][C:34]([N:17]1[CH2:16][CH2:15][N:14]([CH:7]([C:8]2[CH:13]=[CH:12][CH:11]=[CH:10][CH:9]=2)[C:1]2[CH:6]=[CH:5][CH:4]=[CH:3][CH:2]=2)[CH2:19][CH2:18]1)=[O:35])([C:27]1[CH:28]=[CH:29][CH:30]=[CH:31][CH:32]=1)[C:20]1[CH:25]=[CH:24][CH:23]=[CH:22][CH:21]=1. The catalyst class is: 2. (5) Reactant: [CH3:1][CH:2]([CH3:10])[CH2:3][C:4](=[O:9])[CH2:5][C:6](=[O:8])[CH3:7].[H-].[Na+].[CH2:13]([O:15][C:16](=[O:19])[CH2:17]Br)[CH3:14]. Product: [CH2:13]([O:15][C:16](=[O:19])[CH2:17][CH:5]([C:6](=[O:8])[CH3:7])[C:4](=[O:9])[CH2:3][CH:2]([CH3:10])[CH3:1])[CH3:14]. The catalyst class is: 7.